Dataset: Reaction yield outcomes from USPTO patents with 853,638 reactions. Task: Predict the reaction yield, written as a fraction of the theoretical maximum amount of product (1.0 means a 100% yield; for example, 0.34 means a 34% yield). (1) The reactants are [CH:1](O)=O.[NH:4]1[CH2:7][CH:6]([O:8][C:9]2[CH:14]=[CH:13][CH:12]=[CH:11][C:10]=2[C:15]([N:17]2[CH2:31][C:20]3=[C:21]4[N:26]([N:27]=[C:19]3[CH2:18]2)[C:25]([CH3:28])=[C:24]([Cl:29])[C:23]([CH3:30])=[N:22]4)=[O:16])[CH2:5]1.C=O.C(O[BH-](OC(=O)C)OC(=O)C)(=O)C.[Na+].[OH-].[Na+]. The yield is 0.210. The catalyst is ClCCCl. The product is [Cl:29][C:24]1[C:23]([CH3:30])=[N:22][C:21]2[N:26]([N:27]=[C:19]3[CH2:18][N:17]([C:15]([C:10]4[CH:11]=[CH:12][CH:13]=[CH:14][C:9]=4[O:8][CH:6]4[CH2:7][N:4]([CH3:1])[CH2:5]4)=[O:16])[CH2:31][C:20]3=2)[C:25]=1[CH3:28]. (2) The reactants are [Cl:1][C:2]1[CH:3]=[CH:4][C:5]2[NH:16][C:15](=[O:17])[O:14][C:8]3([CH2:13][CH2:12][NH:11][CH2:10][CH2:9]3)[C:6]=2[CH:7]=1.Br[CH2:19][CH2:20][CH:21]=[C:22]1[C:28]2[CH:29]=[CH:30][CH:31]=[N:32][C:27]=2[CH2:26][O:25][C:24]2[CH:33]=[CH:34][C:35]([C:37]([OH:40])([CH3:39])[CH3:38])=[CH:36][C:23]1=2.[I-].[K+]. The catalyst is C(O)(C)C. The product is [Cl:1][C:2]1[CH:3]=[CH:4][C:5]2[N:16]([CH2:19][CH2:20][CH:21]=[C:22]3[C:28]4[CH:29]=[CH:30][CH:31]=[N:32][C:27]=4[CH2:26][O:25][C:24]4[CH:33]=[CH:34][C:35]([C:37]([OH:40])([CH3:39])[CH3:38])=[CH:36][C:23]3=4)[C:15](=[O:17])[O:14][C:8]3([CH2:13][CH2:12][NH:11][CH2:10][CH2:9]3)[C:6]=2[CH:7]=1. The yield is 0.100. (3) The reactants are [OH:1][CH2:2][C@H:3]1[N:14]2[C:15]3[C:6](=[C:7]([C:17]#[N:18])[CH:8]=[N:9][C:10]=3[CH:11]=[CH:12][C:13]2=[O:16])[O:5][CH2:4]1.C(N(CC)CC)C.[CH3:26][S:27](Cl)(=[O:29])=[O:28]. The catalyst is ClCCl. The product is [CH3:26][S:27]([O:1][CH2:2][C@H:3]1[N:14]2[C:15]3[C:6](=[C:7]([C:17]#[N:18])[CH:8]=[N:9][C:10]=3[CH:11]=[CH:12][C:13]2=[O:16])[O:5][CH2:4]1)(=[O:29])=[O:28]. The yield is 0.690. (4) The reactants are S(Cl)([Cl:3])=O.CN(C)C=O.[F:10][C:11]1[CH:16]=[C:15]([C:17]([F:20])([F:19])[F:18])[CH:14]=[CH:13][C:12]=1[C:21]1[N:26]=[C:25]([CH3:27])[C:24]([CH2:28]O)=[CH:23][CH:22]=1. The catalyst is ClCCl. The product is [Cl:3][CH2:28][C:24]1[C:25]([CH3:27])=[N:26][C:21]([C:12]2[CH:13]=[CH:14][C:15]([C:17]([F:20])([F:19])[F:18])=[CH:16][C:11]=2[F:10])=[CH:22][CH:23]=1. The yield is 0.830. (5) The reactants are C(=O)([O-])[O-].[Na+].[Na+].[Cl:7][C:8]1[N:13]=[C:12](Cl)[CH:11]=[C:10]([CH3:15])[N:9]=1.[NH2:16][C:17]1[NH:21][N:20]=[C:19]([CH3:22])[CH:18]=1. The catalyst is C(O)C. The product is [Cl:7][C:8]1[N:13]=[C:12]([NH:16][C:17]2[CH:18]=[C:19]([CH3:22])[NH:20][N:21]=2)[CH:11]=[C:10]([CH3:15])[N:9]=1. The yield is 0.330.